This data is from Catalyst prediction with 721,799 reactions and 888 catalyst types from USPTO. The task is: Predict which catalyst facilitates the given reaction. (1) Reactant: [F:1][C:2]1[C:3]([N:8]2[CH:12]=[C:11]([C:13](OC(C)C)=[O:14])[C:10]([CH2:19][O:20][CH:21]([CH3:23])[CH3:22])=[N:9]2)=[N:4][CH:5]=[CH:6][CH:7]=1.[H-].[Al+3].[Li+].[H-].[H-].[H-].O.[OH-].[Na+]. Product: [F:1][C:2]1[C:3]([N:8]2[CH:12]=[C:11]([CH2:13][OH:14])[C:10]([CH2:19][O:20][CH:21]([CH3:23])[CH3:22])=[N:9]2)=[N:4][CH:5]=[CH:6][CH:7]=1. The catalyst class is: 469. (2) Reactant: C([N:14]1[CH2:17][C:16]([CH3:19])([OH:18])[CH2:15]1)(C1C=CC=CC=1)C1C=CC=CC=1.[C:20]([OH:26])([C:22]([F:25])([F:24])[F:23])=[O:21]. Product: [F:23][C:22]([F:25])([F:24])[C:20]([OH:26])=[O:21].[CH3:19][C:16]1([OH:18])[CH2:17][NH:14][CH2:15]1. The catalyst class is: 320. (3) Reactant: [CH:1]([C:4]1[CH:9]=[CH:8][CH:7]=[C:6]([CH:10]([CH3:12])[CH3:11])[C:5]=1[N:13]1[CH:17]=[CH:16][N:15]=[C:14]1[C:18]1[CH:19]=[C:20]([OH:24])[CH:21]=[CH:22][CH:23]=1)([CH3:3])[CH3:2].[Cl:25][P:26](Cl)[Cl:27].C(N(CC)CC)C. Product: [Cl:25][P:26]([Cl:27])[O:24][C:20]1[CH:19]=[C:18]([C:14]2[N:13]([C:5]3[C:6]([CH:10]([CH3:12])[CH3:11])=[CH:7][CH:8]=[CH:9][C:4]=3[CH:1]([CH3:2])[CH3:3])[CH:17]=[CH:16][N:15]=2)[CH:23]=[CH:22][CH:21]=1. The catalyst class is: 4. (4) Reactant: [N:1]1[C:10]2[C:5](=[CH:6][CH:7]=[CH:8][CH:9]=2)[C:4]([CH2:11][NH2:12])=[CH:3][CH:2]=1.C(N(CC)CC)C.Cl[S:21]([C:24]1[CH:40]=[CH:39][C:27]([O:28][C:29]2[CH:38]=[CH:37][CH:36]=[CH:35][C:30]=2[C:31]([O:33][CH3:34])=[O:32])=[CH:26][CH:25]=1)(=[O:23])=[O:22]. Product: [N:1]1[C:10]2[C:5](=[CH:6][CH:7]=[CH:8][CH:9]=2)[C:4]([CH2:11][NH:12][S:21]([C:24]2[CH:25]=[CH:26][C:27]([O:28][C:29]3[CH:38]=[CH:37][CH:36]=[CH:35][C:30]=3[C:31]([O:33][CH3:34])=[O:32])=[CH:39][CH:40]=2)(=[O:23])=[O:22])=[CH:3][CH:2]=1. The catalyst class is: 4. (5) Reactant: [NH2:1][C:2]1[N:7]=[C:6]([F:8])[C:5]([C:9]([O:11][CH3:12])=[O:10])=[CH:4][CH:3]=1.C(N(CC)[CH:17]([CH3:19])[CH3:18])(C)C.Cl[C:23]([O:25][CH2:26][CH:27]=[CH2:28])=[O:24].[C:29](=O)([O-:31])[OH:30].[Na+]. Product: [CH2:26]([O:25][C:23]([N:1]([C:29]([O:31][CH2:19][CH:17]=[CH2:18])=[O:30])[C:2]1[N:7]=[C:6]([F:8])[C:5]([C:9]([O:11][CH3:12])=[O:10])=[CH:4][CH:3]=1)=[O:24])[CH:27]=[CH2:28]. The catalyst class is: 594.